From a dataset of Full USPTO retrosynthesis dataset with 1.9M reactions from patents (1976-2016). Predict the reactants needed to synthesize the given product. Given the product [NH2:24][C:20]1[CH:19]=[C:18]([CH:11]([C:8]2[CH:9]=[CH:10][C:5]([C:4]([N:3]([CH2:28][CH3:29])[CH2:1][CH3:2])=[O:27])=[CH:6][CH:7]=2)[N:12]2[CH2:17][CH2:16][N:15]([C:30]([O:32][C:33]([CH3:36])([CH3:35])[CH3:34])=[O:31])[CH2:14][CH2:13]2)[CH:23]=[CH:22][CH:21]=1, predict the reactants needed to synthesize it. The reactants are: [CH2:1]([N:3]([CH2:28][CH3:29])[C:4](=[O:27])[C:5]1[CH:10]=[CH:9][C:8]([C@@H:11]([C:18]2[CH:23]=[CH:22][CH:21]=[C:20]([N+:24]([O-])=O)[CH:19]=2)[N:12]2[CH2:17][CH2:16][NH:15][CH2:14][CH2:13]2)=[CH:7][CH:6]=1)[CH3:2].[C:30](O[C:30]([O:32][C:33]([CH3:36])([CH3:35])[CH3:34])=[O:31])([O:32][C:33]([CH3:36])([CH3:35])[CH3:34])=[O:31].C(=O)([O-])[O-].[Na+].[Na+].